Task: Regression. Given two drug SMILES strings and cell line genomic features, predict the synergy score measuring deviation from expected non-interaction effect.. Dataset: NCI-60 drug combinations with 297,098 pairs across 59 cell lines Drug 1: CC1=C(C=C(C=C1)NC(=O)C2=CC=C(C=C2)CN3CCN(CC3)C)NC4=NC=CC(=N4)C5=CN=CC=C5. Drug 2: C1CN1C2=NC(=NC(=N2)N3CC3)N4CC4. Cell line: RPMI-8226. Synergy scores: CSS=30.5, Synergy_ZIP=-8.90, Synergy_Bliss=-9.10, Synergy_Loewe=-24.7, Synergy_HSA=-7.62.